From a dataset of Reaction yield outcomes from USPTO patents with 853,638 reactions. Predict the reaction yield, written as a fraction of the theoretical maximum amount of product (1.0 means a 100% yield; for example, 0.34 means a 34% yield). (1) The reactants are [C:1]([O:4][C:5]1[CH:15]=[CH:14][CH:13]=[CH:12][C:6]=1[C:7]([O:9][CH2:10]Cl)=[O:8])(=[O:3])[CH3:2].[N+:16]([O:19][CH2:20][CH2:21][CH2:22][C:23]1[CH:31]=[CH:30][C:26]([C:27]([OH:29])=[O:28])=[CH:25][CH:24]=1)([O-:18])=[O:17].CCN(CC)CC. The catalyst is CN(C=O)C.O. The product is [C:1]([O:4][C:5]1[CH:15]=[CH:14][CH:13]=[CH:12][C:6]=1[C:7]([O:9][CH2:10][O:29][C:27](=[O:28])[C:26]1[CH:25]=[CH:24][C:23]([CH2:22][CH2:21][CH2:20][O:19][N+:16]([O-:18])=[O:17])=[CH:31][CH:30]=1)=[O:8])(=[O:3])[CH3:2]. The yield is 0.440. (2) The reactants are [OH:1][C@H:2]1[CH2:7][N:6]([C:8]([O:10][CH2:11][C:12]2[CH:17]=[CH:16][CH:15]=[CH:14][CH:13]=2)=[O:9])[CH2:5][C@@H:4]([C:18]([OH:20])=[O:19])[CH2:3]1.CCN(CC)CC.[Si:28](Cl)([C:31]([CH3:34])([CH3:33])[CH3:32])([CH3:30])[CH3:29]. The catalyst is C(Cl)(Cl)Cl. The product is [CH3:32][C:31]([Si:28]([CH3:30])([CH3:29])[O:1][C@H:2]1[CH2:7][N:6]([C:8]([O:10][CH2:11][C:12]2[CH:17]=[CH:16][CH:15]=[CH:14][CH:13]=2)=[O:9])[CH2:5][C@@H:4]([C:18]([OH:20])=[O:19])[CH2:3]1)([CH3:34])[CH3:33]. The yield is 0.730. (3) The reactants are CO[C:3]1[C:4]([N+:9]([O-:11])=[O:10])=[N:5][CH:6]=[CH:7][CH:8]=1.[CH3:12][NH2:13].C(O)C. The catalyst is C(Cl)(Cl)Cl. The product is [CH3:12][NH:13][C:3]1[C:4]([N+:9]([O-:11])=[O:10])=[N:5][CH:6]=[CH:7][CH:8]=1. The yield is 0.570. (4) The yield is 0.590. The product is [Cl:3][CH2:21][C:17]1[CH:16]=[C:15]([S:12]([N:6]2[CH2:11][CH2:10][CH2:9][CH2:8][CH2:7]2)(=[O:14])=[O:13])[CH:20]=[CH:19][CH:18]=1. The reactants are P(Cl)(Cl)([Cl:3])=O.[N:6]1([S:12]([C:15]2[CH:16]=[C:17]([CH2:21]O)[CH:18]=[CH:19][CH:20]=2)(=[O:14])=[O:13])[CH2:11][CH2:10][CH2:9][CH2:8][CH2:7]1.C(=O)([O-])[O-].[Na+].[Na+]. The catalyst is CN(C=O)C. (5) The reactants are C[O:2][C:3]1[C:8]([N:9]2[C:13](=[O:14])[C:12]3=[CH:15][CH:16]=[CH:17][CH:18]=[C:11]3[C:10]2=[O:19])=[CH:7][CH:6]=[C:5]([O:20]C)[N:4]=1.[BrH:22].CCOCC. The catalyst is C(O)(=O)C. The product is [BrH:22].[O:19]=[C:10]1[C:11]2[C:12](=[CH:15][CH:16]=[CH:17][CH:18]=2)[C:13](=[O:14])[N:9]1[C:8]1[C:3]([OH:2])=[N:4][C:5]([OH:20])=[CH:6][CH:7]=1. The yield is 0.710.